Dataset: Catalyst prediction with 721,799 reactions and 888 catalyst types from USPTO. Task: Predict which catalyst facilitates the given reaction. Reactant: S(Cl)(Cl)=O.[CH3:5][C:6]([C:9]1[CH:13]=[CH:12][NH:11][N:10]=1)([CH3:8])[CH3:7].C(N(CC)C(C)C)(C)C.O[CH:24]1[S:28][CH2:27][N:26]([C:29]2[CH:34]=[CH:33][CH:32]=[C:31]([C:35]([F:38])([F:37])[F:36])[CH:30]=2)[C:25]1=[O:39].C(=O)(O)[O-].[Na+]. Product: [CH3:5][C:6]([C:9]1[CH:13]=[CH:12][N:11]([CH:24]2[S:28][CH2:27][N:26]([C:29]3[CH:34]=[CH:33][CH:32]=[C:31]([C:35]([F:37])([F:36])[F:38])[CH:30]=3)[C:25]2=[O:39])[N:10]=1)([CH3:8])[CH3:7]. The catalyst class is: 2.